Dataset: Full USPTO retrosynthesis dataset with 1.9M reactions from patents (1976-2016). Task: Predict the reactants needed to synthesize the given product. (1) Given the product [Br:13][CH2:12][C:11]1[C:6]2[CH:7]=[C:2]([CH3:1])[CH:3]=[CH:4][C:5]=2[S:8][CH:10]=1, predict the reactants needed to synthesize it. The reactants are: [CH3:1][C:2]1[CH:7]=[CH:6][C:5]([S:8]([CH2:10][C:11]#[CH:12])=O)=[CH:4][CH:3]=1.[BrH:13]. (2) Given the product [C:9]([O:13][C:14](=[O:25])[NH:15][C@@H:16]([C:19]1[CH:20]=[CH:21][CH:22]=[CH:23][CH:24]=1)[CH2:17][O:8][C:4]1[CH:5]=[N:6][CH:7]=[C:2]([Br:1])[CH:3]=1)([CH3:10])([CH3:11])[CH3:12], predict the reactants needed to synthesize it. The reactants are: [Br:1][C:2]1[CH:3]=[C:4]([OH:8])[CH:5]=[N:6][CH:7]=1.[C:9]([O:13][C:14](=[O:25])[NH:15][CH:16]([C:19]1[CH:24]=[CH:23][CH:22]=[CH:21][CH:20]=1)[CH2:17]O)([CH3:12])([CH3:11])[CH3:10].C1(P(C2C=CC=CC=2)C2C=CC=CC=2)C=CC=CC=1. (3) Given the product [C:13]1([CH:19]([C:31]2[CH:36]=[CH:35][CH:34]=[CH:33][CH:32]=2)[N:20]2[CH2:25][CH2:24][CH:23]([CH2:26][CH2:27][CH2:28][CH2:29][NH:30][C:3](=[O:12])[CH2:4][CH2:5][C:6]3[CH:7]=[N:8][CH:9]=[CH:10][CH:11]=3)[CH2:22][CH2:21]2)[CH:14]=[CH:15][CH:16]=[CH:17][CH:18]=1, predict the reactants needed to synthesize it. The reactants are: CO[C:3](=[O:12])[CH2:4][CH2:5][C:6]1[CH:7]=[N:8][CH:9]=[CH:10][CH:11]=1.[C:13]1([CH:19]([C:31]2[CH:36]=[CH:35][CH:34]=[CH:33][CH:32]=2)[N:20]2[CH2:25][CH2:24][CH:23]([CH2:26][CH2:27][CH2:28][CH2:29][NH2:30])[CH2:22][CH2:21]2)[CH:18]=[CH:17][CH:16]=[CH:15][CH:14]=1.C[O-].[Na+]. (4) Given the product [N+:20]([C:17]1[CH:18]=[CH:19][C:14]([N:11]2[CH2:10][CH2:9][NH:8][CH2:13][CH2:12]2)=[C:15]([CH:16]=1)[C:23]#[N:24])([O-:22])=[O:21], predict the reactants needed to synthesize it. The reactants are: C(OC([N:8]1[CH2:13][CH2:12][N:11]([C:14]2[CH:19]=[CH:18][C:17]([N+:20]([O-:22])=[O:21])=[CH:16][C:15]=2[C:23]#[N:24])[CH2:10][CH2:9]1)=O)(C)(C)C.FC(F)(F)C(O)=O.C(=O)(O)[O-].[Na+].